Dataset: Peptide-MHC class II binding affinity with 134,281 pairs from IEDB. Task: Regression. Given a peptide amino acid sequence and an MHC pseudo amino acid sequence, predict their binding affinity value. This is MHC class II binding data. (1) The peptide sequence is AAATAGTTVYGAFAW. The MHC is HLA-DPA10103-DPB10601 with pseudo-sequence HLA-DPA10103-DPB10601. The binding affinity (normalized) is 0.0959. (2) The peptide sequence is VVVTKDETTIVEGAGDTDAI. The MHC is DRB1_0301 with pseudo-sequence DRB1_0301. The binding affinity (normalized) is 0.118. (3) The peptide sequence is VAIKSLTERLYVGGPLTNSR. The MHC is DRB1_0301 with pseudo-sequence DRB1_0301. The binding affinity (normalized) is 0.314. (4) The peptide sequence is RPAEVRKVCYNAVLT. The MHC is HLA-DQA10501-DQB10402 with pseudo-sequence HLA-DQA10501-DQB10402. The binding affinity (normalized) is 0.349.